Task: Regression. Given a peptide amino acid sequence and an MHC pseudo amino acid sequence, predict their binding affinity value. This is MHC class II binding data.. Dataset: Peptide-MHC class II binding affinity with 134,281 pairs from IEDB The peptide sequence is FRAAMATTANVPPAD. The MHC is HLA-DQA10501-DQB10201 with pseudo-sequence HLA-DQA10501-DQB10201. The binding affinity (normalized) is 0.260.